This data is from Forward reaction prediction with 1.9M reactions from USPTO patents (1976-2016). The task is: Predict the product of the given reaction. (1) Given the reactants [C:1]([C:5]1[CH:31]=[CH:30][C:8]([CH2:9][NH:10][C:11]([NH:13][C:14]2[CH:15]=[C:16]([CH2:20][CH2:21][NH:22]C(=O)OC(C)(C)C)[CH:17]=[CH:18][CH:19]=2)=[O:12])=[CH:7][CH:6]=1)([CH3:4])([CH3:3])[CH3:2].NCCC1C=C(NC(NCC2C=CC(F)=CC=2)=O)C=CC=1, predict the reaction product. The product is: [NH2:22][CH2:21][CH2:20][C:16]1[CH:15]=[C:14]([NH:13][C:11]([NH:10][CH2:9][C:8]2[CH:7]=[CH:6][C:5]([C:1]([CH3:4])([CH3:3])[CH3:2])=[CH:31][CH:30]=2)=[O:12])[CH:19]=[CH:18][CH:17]=1. (2) Given the reactants Cl.[CH2:2]([O:9][C:10]1[CH:19]=[CH:18][CH:17]=[C:16]2[C:11]=1[CH2:12][CH2:13][CH2:14][CH:15]2[C:20]([N:22]([C:29]1[CH:30]=[N:31][C:32]([CH:35]([CH3:37])[CH3:36])=[CH:33][CH:34]=1)[CH2:23][C:24]1[CH:25]=[N:26][NH:27][CH:28]=1)=[O:21])[C:3]1[CH:8]=[CH:7][CH:6]=[CH:5][CH:4]=1.[Br:38][C:39]1[CH:46]=[CH:45][C:42]([CH2:43]Cl)=[CH:41][CH:40]=1, predict the reaction product. The product is: [CH2:2]([O:9][C:10]1[CH:19]=[CH:18][CH:17]=[C:16]2[C:11]=1[CH2:12][CH2:13][CH2:14][CH:15]2[C:20]([N:22]([CH2:23][C:24]1[CH:25]=[N:26][N:27]([CH2:43][C:42]2[CH:45]=[CH:46][C:39]([Br:38])=[CH:40][CH:41]=2)[CH:28]=1)[C:29]1[CH:30]=[N:31][C:32]([CH:35]([CH3:37])[CH3:36])=[CH:33][CH:34]=1)=[O:21])[C:3]1[CH:8]=[CH:7][CH:6]=[CH:5][CH:4]=1.